This data is from Forward reaction prediction with 1.9M reactions from USPTO patents (1976-2016). The task is: Predict the product of the given reaction. (1) Given the reactants Cl[C:2]1[N:10]=[C:9]([Cl:11])[CH:8]=[CH:7][C:3]=1[C:4]([OH:6])=[O:5].Cl.[NH3:13], predict the reaction product. The product is: [NH2:13][C:2]1[N:10]=[C:9]([Cl:11])[CH:8]=[CH:7][C:3]=1[C:4]([OH:6])=[O:5]. (2) Given the reactants [CH3:1][O:2][C:3]1[C:8]([C:9]2[C:22]3[C:17](=[CH:18][C:19]([O:25][CH2:26][CH3:27])=[C:20]([O:23][CH3:24])[CH:21]=3)[C@@H:16]3[C@@H:11]([CH2:12][CH2:13][C@@H:14]([OH:28])[CH2:15]3)[N:10]=2)=[CH:7][CH:6]=[C:5]([O:29][CH3:30])[N:4]=1.[CH2:31]([S:37]([OH:40])(=[O:39])=[O:38])[CH2:32][S:33]([OH:36])(=[O:35])=[O:34], predict the reaction product. The product is: [CH2:31]([S:37]([OH:40])(=[O:39])=[O:38])[CH2:32][S:33]([OH:36])(=[O:35])=[O:34].[CH3:1][O:2][C:3]1[C:8]([C:9]2[C:22]3[C:17](=[CH:18][C:19]([O:25][CH2:26][CH3:27])=[C:20]([O:23][CH3:24])[CH:21]=3)[C@@H:16]3[C@@H:11]([CH2:12][CH2:13][C@@H:14]([OH:28])[CH2:15]3)[N:10]=2)=[CH:7][CH:6]=[C:5]([O:29][CH3:30])[N:4]=1. (3) Given the reactants [C:1]12(COC3C(Cl)=CC(C(OC(C)(C)C)=O)=C(F)C=3)[CH2:7][CH:6]1CCCC2.Cl[C:26]1[C:27]([O:40][CH2:41][C:42]23[C:48]([F:50])([F:49])[CH:47]2[CH2:46][CH2:45][CH2:44][CH2:43]3)=[CH:28][C:29]([F:39])=[C:30]([CH:38]=1)[C:31]([O:33][C:34]([CH3:37])([CH3:36])[CH3:35])=[O:32], predict the reaction product. The product is: [CH:1]1([C:26]2[C:27]([O:40][CH2:41][C:42]34[C:48]([F:50])([F:49])[CH:47]3[CH2:46][CH2:45][CH2:44][CH2:43]4)=[CH:28][C:29]([F:39])=[C:30]([CH:38]=2)[C:31]([O:33][C:34]([CH3:36])([CH3:37])[CH3:35])=[O:32])[CH2:7][CH2:6]1. (4) The product is: [Cl:1][C:2]1[CH:10]=[C:6]([C:7]([NH:21][C@H:22]([C:24]2[CH:33]=[CH:32][C:27]([C:28]([O:30][CH3:31])=[O:29])=[CH:26][CH:25]=2)[CH3:23])=[O:9])[C:5]([O:11][CH2:12][C:13]2[CH:18]=[CH:17][C:16]([Cl:19])=[CH:15][CH:14]=2)=[N:4][CH:3]=1. Given the reactants [Cl:1][C:2]1[CH:3]=[N:4][C:5]([O:11][CH2:12][C:13]2[CH:18]=[CH:17][C:16]([Cl:19])=[CH:15][CH:14]=2)=[C:6]([CH:10]=1)[C:7]([OH:9])=O.Cl.[NH2:21][C@H:22]([C:24]1[CH:33]=[CH:32][C:27]([C:28]([O:30][CH3:31])=[O:29])=[CH:26][CH:25]=1)[CH3:23], predict the reaction product. (5) Given the reactants FC(F)(F)C(O)=O.[NH2:8][C@H:9]([CH2:13][O:14][CH2:15][C:16]1[CH:21]=[CH:20][CH:19]=[CH:18][CH:17]=1)[C:10]([OH:12])=[O:11].[CH3:22][C:23]1[C:32]2[C:27](=[CH:28][CH:29]=[CH:30][CH:31]=2)[C:26]([S:33](Cl)(=[O:35])=[O:34])=[CH:25][CH:24]=1, predict the reaction product. The product is: [CH2:15]([O:14][CH2:13][C@@H:9]([NH:8][S:33]([C:26]1[C:27]2[C:32](=[CH:31][CH:30]=[CH:29][CH:28]=2)[C:23]([CH3:22])=[CH:24][CH:25]=1)(=[O:35])=[O:34])[C:10]([OH:12])=[O:11])[C:16]1[CH:21]=[CH:20][CH:19]=[CH:18][CH:17]=1. (6) Given the reactants ClC1C=CC([NH:8][C:9]([NH:11][C:12]2[CH:17]=[CH:16][CH:15]=[C:14]([C:18]3[CH:23]=[CH:22][CH:21]=[C:20]([N:24]4[CH2:28][CH2:27][CH2:26][CH2:25]4)[N:19]=3)[CH:13]=2)=[O:10])=CC=1.[Cl:29][C:30]1[CH:31]=[C:32]([CH:34]=[CH:35][CH:36]=1)N.CCN(C(C)C)C(C)C, predict the reaction product. The product is: [Cl:29][C:30]1[CH:36]=[C:35]([NH:8][C:9]([NH:11][C:12]2[CH:17]=[CH:16][CH:15]=[C:14]([C:18]3[CH:23]=[CH:22][CH:21]=[C:20]([N:24]4[CH2:25][CH2:26][CH2:27][CH2:28]4)[N:19]=3)[CH:13]=2)=[O:10])[CH:34]=[CH:32][CH:31]=1. (7) Given the reactants Cl.Cl.[NH:3]1[CH2:8][CH2:7][CH:6]([N:9]2[C:17]3[C:12](=[N:13][CH:14]=[CH:15][CH:16]=3)[NH:11][C:10]2=[O:18])[CH2:5][CH2:4]1.Cl[C:20]1[N:25]=[CH:24][N:23]=[C:22]([C:26]([C:28]2[CH:38]=[C:37]([CH3:39])[C:31]3[N:32]([CH3:36])[C:33](=[O:35])[O:34][C:30]=3[CH:29]=2)=[O:27])[CH:21]=1.CCN(C(C)C)C(C)C, predict the reaction product. The product is: [CH3:36][N:32]1[C:31]2[C:37]([CH3:39])=[CH:38][C:28]([C:26]([C:22]3[N:23]=[CH:24][N:25]=[C:20]([N:3]4[CH2:4][CH2:5][CH:6]([N:9]5[C:17]6[C:12](=[N:13][CH:14]=[CH:15][CH:16]=6)[NH:11][C:10]5=[O:18])[CH2:7][CH2:8]4)[CH:21]=3)=[O:27])=[CH:29][C:30]=2[O:34][C:33]1=[O:35]. (8) Given the reactants [Cl:1][C:2]1[CH:3]=[C:4]([CH:14]=[CH:15][C:16]=1[Cl:17])[CH2:5][N:6]1[CH2:11][CH2:10][O:9][CH:8]([CH2:12][NH2:13])[CH2:7]1.[N:18]([C:21]1[CH:26]=[CH:25][CH:24]=[C:23]([C:27]([F:30])([F:29])[F:28])[CH:22]=1)=[C:19]=[O:20], predict the reaction product. The product is: [Cl:1][C:2]1[CH:3]=[C:4]([CH:14]=[CH:15][C:16]=1[Cl:17])[CH2:5][N:6]1[CH2:11][CH2:10][O:9][CH:8]([CH2:12][NH:13][C:19]([NH:18][C:21]2[CH:26]=[CH:25][CH:24]=[C:23]([C:27]([F:28])([F:29])[F:30])[CH:22]=2)=[O:20])[CH2:7]1. (9) Given the reactants [F:1][C:2]1[CH:3]=[C:4]([CH:34]=[CH:35][C:36]=1[F:37])[CH2:5][N:6]1[CH2:33][CH2:32][C:9]2([N:18]([C:19]3[CH:24]=[CH:23][C:22]([O:25][C:26]([F:29])([F:28])[F:27])=[CH:21][CH:20]=3)[C:17](=[O:30])[C:16]3[C:11](=[CH:12][C:13]([OH:31])=[CH:14][CH:15]=3)[NH:10]2)[CH2:8][CH2:7]1.CN(C)C=O.Br[CH2:44][CH2:45][O:46][CH3:47].C(=O)([O-])[O-].[Cs+].[Cs+], predict the reaction product. The product is: [F:1][C:2]1[CH:3]=[C:4]([CH:34]=[CH:35][C:36]=1[F:37])[CH2:5][N:6]1[CH2:7][CH2:8][C:9]2([N:18]([C:19]3[CH:24]=[CH:23][C:22]([O:25][C:26]([F:28])([F:29])[F:27])=[CH:21][CH:20]=3)[C:17](=[O:30])[C:16]3[C:11](=[CH:12][C:13]([O:31][CH2:44][CH2:45][O:46][CH3:47])=[CH:14][CH:15]=3)[NH:10]2)[CH2:32][CH2:33]1. (10) Given the reactants Br[C:2]1C(C2CC2)=CC(O)=C(C2CC2)[CH:3]=1.[CH:15]([C:18]1[C:19]([O:26][C:27]([F:30])([F:29])[F:28])=[CH:20][C:21]([CH3:25])=[C:22]([OH:24])[CH:23]=1)([CH3:17])[CH3:16], predict the reaction product. The product is: [CH:25]1([C:21]2[CH:20]=[C:19]([O:26][C:27]([F:28])([F:29])[F:30])[C:18]([CH:15]3[CH2:17][CH2:16]3)=[CH:23][C:22]=2[OH:24])[CH2:3][CH2:2]1.